From a dataset of Full USPTO retrosynthesis dataset with 1.9M reactions from patents (1976-2016). Predict the reactants needed to synthesize the given product. (1) Given the product [NH2:30][C:11]1[C:12]([NH:25][C@H:26]([CH3:29])[CH2:27][OH:28])=[N:13][C:14]([S:16][CH2:17][C:18]2[CH:23]=[CH:22][CH:21]=[CH:20][C:19]=2[F:24])=[N:15][C:10]=1[NH2:9], predict the reactants needed to synthesize it. The reactants are: S(S([O-])=O)([O-])=O.[Na+].[Na+].[NH2:9][C:10]1[N:15]=[C:14]([S:16][CH2:17][C:18]2[CH:23]=[CH:22][CH:21]=[CH:20][C:19]=2[F:24])[N:13]=[C:12]([NH:25][C@H:26]([CH3:29])[CH2:27][OH:28])[C:11]=1[N:30]=O.S(=O)(=O)(O)O. (2) Given the product [CH3:20][N:18]1[CH:19]=[C:15]([N:14]2[C:5]3[C:4]4[CH:3]=[C:2]([C:29]5[CH:30]=[CH:31][C:26]([C:24]#[N:25])=[N:27][CH:28]=5)[CH:11]=[CH:10][C:9]=4[N:8]=[CH:7][C:6]=3[N:12]([CH3:23])[C:13]2=[O:22])[C:16]([CH3:21])=[N:17]1, predict the reactants needed to synthesize it. The reactants are: Br[C:2]1[CH:11]=[CH:10][C:9]2[N:8]=[CH:7][C:6]3[N:12]([CH3:23])[C:13](=[O:22])[N:14]([C:15]4[C:16]([CH3:21])=[N:17][N:18]([CH3:20])[CH:19]=4)[C:5]=3[C:4]=2[CH:3]=1.[C:24]([C:26]1[CH:31]=[CH:30][C:29](B2OC(C)(C)C(C)(C)O2)=[CH:28][N:27]=1)#[N:25]. (3) Given the product [N:1]1[C:10]2[C:5](=[CH:6][CH:7]=[CH:8][C:9]=2[C:11]([O:13][CH2:19][CH3:20])=[O:12])[CH:4]=[CH:3][CH:2]=1, predict the reactants needed to synthesize it. The reactants are: [N:1]1[C:10]2[C:5](=[CH:6][CH:7]=[CH:8][C:9]=2[C:11]([OH:13])=[O:12])[CH:4]=[CH:3][CH:2]=1.S(=O)(=O)(O)O.[CH2:19](O)[CH3:20]. (4) Given the product [CH3:43][N:42]([CH3:44])[CH2:40][CH2:39][O:37][C:34]1[CH:35]=[CH:36][C:31]([CH2:29][N:3]([CH2:1][CH3:2])[C:4]2[CH:9]=[C:8]([O:10][CH3:11])[CH:7]=[CH:6][C:5]=2[CH:12]2[CH2:21][CH2:20][C:19]3[CH:18]=[C:17]([OH:22])[CH:16]=[CH:15][C:14]=3[CH2:13]2)=[N:32][CH:33]=1, predict the reactants needed to synthesize it. The reactants are: [CH2:1]([N:3]([C:29]([C:31]1[CH:36]=[CH:35][C:34]([OH:37])=[CH:33][N:32]=1)=O)[C:4]1[CH:9]=[C:8]([O:10][CH3:11])[CH:7]=[CH:6][C:5]=1[CH:12]1[CH2:21][CH2:20][C:19]2[CH:18]=[C:17]([O:22]C(=O)C(C)(C)C)[CH:16]=[CH:15][C:14]=2[CH2:13]1)[CH3:2].Cl[CH2:39][C:40]([N:42]([CH3:44])[CH3:43])=O.